From a dataset of NCI-60 drug combinations with 297,098 pairs across 59 cell lines. Regression. Given two drug SMILES strings and cell line genomic features, predict the synergy score measuring deviation from expected non-interaction effect. (1) Drug 1: C1=CC(=CC=C1CC(C(=O)O)N)N(CCCl)CCCl.Cl. Drug 2: CC1=C2C(C(=O)C3(C(CC4C(C3C(C(C2(C)C)(CC1OC(=O)C(C(C5=CC=CC=C5)NC(=O)OC(C)(C)C)O)O)OC(=O)C6=CC=CC=C6)(CO4)OC(=O)C)O)C)O. Cell line: SNB-75. Synergy scores: CSS=13.0, Synergy_ZIP=-4.43, Synergy_Bliss=2.60, Synergy_Loewe=-9.99, Synergy_HSA=0.260. (2) Drug 1: CC1=C2C(C(=O)C3(C(CC4C(C3C(C(C2(C)C)(CC1OC(=O)C(C(C5=CC=CC=C5)NC(=O)OC(C)(C)C)O)O)OC(=O)C6=CC=CC=C6)(CO4)OC(=O)C)O)C)O. Drug 2: CC12CCC3C(C1CCC2OP(=O)(O)O)CCC4=C3C=CC(=C4)OC(=O)N(CCCl)CCCl.[Na+]. Cell line: U251. Synergy scores: CSS=76.5, Synergy_ZIP=35.0, Synergy_Bliss=32.1, Synergy_Loewe=-44.7, Synergy_HSA=33.8.